This data is from Forward reaction prediction with 1.9M reactions from USPTO patents (1976-2016). The task is: Predict the product of the given reaction. (1) Given the reactants [Cl:1][C:2]1[CH:7]=[CH:6][C:5]([C:8]2[CH2:13][CH2:12][N:11]([C:14]([O:16][C:17]([CH3:20])([CH3:19])[CH3:18])=[O:15])[CH2:10][C:9]=2[CH3:21])=[CH:4][CH:3]=1.C1C=C(Cl)C=C(C(OO)=[O:30])C=1.S([O-])([O-])=O.[Na+].[Na+], predict the reaction product. The product is: [Cl:1][C:2]1[CH:7]=[CH:6][C:5]([C:8]23[O:30][C:9]2([CH3:21])[CH2:10][N:11]([C:14]([O:16][C:17]([CH3:20])([CH3:19])[CH3:18])=[O:15])[CH2:12][CH2:13]3)=[CH:4][CH:3]=1. (2) The product is: [F:1][C:2]([F:7])([F:6])[C:3]([OH:5])=[O:4].[F:1][C:2]([F:7])([F:6])[C:3]([OH:5])=[O:4].[CH3:8][C:9]1[NH:13][N:12]=[C:11]([C:20]([F:23])([F:22])[F:21])[C:10]=1[C:24]1[NH:25][C:26]2[C:32]3[CH:33]=[CH:34][N:35]=[CH:36][C:31]=3[NH:30][C:29]3[N:37]=[CH:38][CH:39]=[CH:40][C:28]=3[C:27]=2[N:41]=1.[C:3]([OH:5])([C:2]([F:7])([F:6])[F:1])=[O:4]. Given the reactants [F:1][C:2]([F:7])([F:6])[C:3]([OH:5])=[O:4].[CH3:8][C:9]1[N:13](C2CCCCO2)[N:12]=[C:11]([C:20]([F:23])([F:22])[F:21])[C:10]=1[C:24]1[NH:25][C:26]2[C:32]3[CH:33]=[CH:34][N:35]=[CH:36][C:31]=3[NH:30][C:29]3[N:37]=[CH:38][CH:39]=[CH:40][C:28]=3[C:27]=2[N:41]=1.Cl, predict the reaction product. (3) Given the reactants [NH2:1][N:2]1[CH:6]=[CH:5][C:4]([CH:7]2[CH2:9][CH2:8]2)=[C:3]1[C:10]([OH:12])=O.[NH4+].[Cl-].C[N:16](C(ON1N=NC2C=CC=NC1=2)=[N+](C)C)C.F[P-](F)(F)(F)(F)F.CCN(C(C)C)C(C)C, predict the reaction product. The product is: [NH2:1][N:2]1[CH:6]=[CH:5][C:4]([CH:7]2[CH2:9][CH2:8]2)=[C:3]1[C:10]([NH2:16])=[O:12]. (4) Given the reactants [O-]CC.[Na+].[CH:5]1([C:10](=[O:12])[CH3:11])[CH2:9][CH2:8][CH2:7][CH2:6]1.[CH2:13]([O:15][C:16](=[O:22])[C:17](OCC)=[O:18])[CH3:14].Cl, predict the reaction product. The product is: [CH2:13]([O:15][C:16](=[O:22])[C:17](=[O:18])[CH2:11][C:10]([CH:5]1[CH2:9][CH2:8][CH2:7][CH2:6]1)=[O:12])[CH3:14].